Dataset: Catalyst prediction with 721,799 reactions and 888 catalyst types from USPTO. Task: Predict which catalyst facilitates the given reaction. Reactant: [Li+].[OH-].[F:3][C:4]1[CH:5]=[C:6]([CH:18]=[CH:19][CH:20]=1)[CH2:7][C:8]1[NH:9][C:10]([C:13]([O:15]CC)=[O:14])=[N:11][N:12]=1. The catalyst class is: 1. Product: [F:3][C:4]1[CH:5]=[C:6]([CH:18]=[CH:19][CH:20]=1)[CH2:7][C:8]1[NH:9][C:10]([C:13]([OH:15])=[O:14])=[N:11][N:12]=1.